From a dataset of Full USPTO retrosynthesis dataset with 1.9M reactions from patents (1976-2016). Predict the reactants needed to synthesize the given product. (1) Given the product [Br:18][C:19]1[CH:24]=[CH:23][CH:22]=[CH:21][C:20]=1[C:2]1[CH:3]=[C:4]([CH:16]=[O:17])[S:5][C:6]=1[S:7]([C:10]1[CH:11]=[N:12][CH:13]=[CH:14][CH:15]=1)(=[O:9])=[O:8], predict the reactants needed to synthesize it. The reactants are: Br[C:2]1[CH:3]=[C:4]([CH:16]=[O:17])[S:5][C:6]=1[S:7]([C:10]1[CH:11]=[N:12][CH:13]=[CH:14][CH:15]=1)(=[O:9])=[O:8].[Br:18][C:19]1[CH:24]=[CH:23][CH:22]=[CH:21][C:20]=1B(O)O.C(=O)([O-])[O-].[Na+].[Na+].COCCOC. (2) Given the product [CH:29]1[C:30]([C:33]#[N:34])=[CH:31][C:32]2[C:24]([CH2:23][CH2:22][CH2:21][CH2:20][N:4]3[CH2:3][CH2:2][N:1]([C:7]4[CH:8]=[CH:9][C:10]5[O:14][C:13]([C:15]([NH2:17])=[O:16])=[CH:12][C:11]=5[CH:18]=4)[CH2:6][CH2:5]3)=[CH:25][NH:26][C:27]=2[CH:28]=1, predict the reactants needed to synthesize it. The reactants are: [N:1]1([C:7]2[CH:8]=[CH:9][C:10]3[O:14][C:13]([C:15]([NH2:17])=[O:16])=[CH:12][C:11]=3[CH:18]=2)[CH2:6][CH2:5][NH:4][CH2:3][CH2:2]1.Cl[CH2:20][CH2:21][CH2:22][CH2:23][C:24]1[C:32]2[C:27](=[CH:28][CH:29]=[C:30]([C:33]#[N:34])[CH:31]=2)[NH:26][CH:25]=1.C(N(C(C)C)CC)(C)C.C(N(CC(O)=O)CC(O)=O)CN(CC(O)=O)CC(O)=O.C. (3) Given the product [Br:1][C:2]1[CH:3]=[C:4]2[C:9]([C:13]3[CH:14]=[CH:15][CH:16]=[CH:17][C:18]=3[O:26][CH3:27])=[CH:10][NH:8][C:5]2=[N:6][CH:7]=1, predict the reactants needed to synthesize it. The reactants are: [Br:1][C:2]1[CH:3]=[C:4]([C:9]([C:13]2[CH:18]=[CH:17][C:16](OC)=[CH:15][CH:14]=2)=[CH:10]OC)[C:5]([NH2:8])=[N:6][CH:7]=1.Cl(O)(=O)(=O)=O.[O:26]1CCOC[CH2:27]1. (4) Given the product [CH2:1]([N:5]1[C:9]([CH2:10][O:11][C:12]2[CH:17]=[CH:16][CH:15]=[CH:14][C:13]=2[CH2:18][C@@H:19]([O:25][C:26]2[C:27]3[C:34]([C:35]4[CH:40]=[CH:39][C:38]([O:41][CH2:42][CH2:43][N:44]5[CH2:49][CH2:48][N:47]([CH3:50])[CH2:46][CH2:45]5)=[C:37]([Cl:51])[C:36]=4[CH3:52])=[C:33]([C:72]([F:75])([F:74])[F:73])[S:32][C:28]=3[N:29]=[CH:30][N:31]=2)[C:20]([O:22][CH2:23][CH3:24])=[O:21])=[CH:8][CH:7]=[N:6]1)[CH2:2][CH2:3][CH3:4], predict the reactants needed to synthesize it. The reactants are: [CH2:1]([N:5]1[C:9]([CH2:10][O:11][C:12]2[CH:17]=[CH:16][CH:15]=[CH:14][C:13]=2[CH2:18][C@@H:19]([O:25][C:26]2[C:27]3[C:34]([C:35]4[CH:40]=[CH:39][C:38]([O:41][CH2:42][CH2:43][N:44]5[CH2:49][CH2:48][N:47]([CH3:50])[CH2:46][CH2:45]5)=[C:37]([Cl:51])[C:36]=4[CH3:52])=[C:33](I)[S:32][C:28]=3[N:29]=[CH:30][N:31]=2)[C:20]([O:22][CH2:23][CH3:24])=[O:21])=[CH:8][CH:7]=[N:6]1)[CH2:2][CH2:3][CH3:4].N1C2C(=CC=C3C=2N=CC=C3)C=CC=1.[F-].[K+].C[Si](C)(C)[C:72]([F:75])([F:74])[F:73].B(OC)(OC)OC. (5) Given the product [N:39]1([C:21]2[C:20]([O:27][CH:28]([CH3:29])[CH3:30])=[C:19]([Cl:31])[C:18]3[C:23](=[CH:24][CH:25]=[C:16]([C:8]([C:5]4[CH:6]=[CH:7][C:2]([Cl:1])=[CH:3][CH:4]=4)([C:10]4[N:14]([CH3:15])[CH:13]=[N:12][CH:11]=4)[OH:9])[CH:17]=3)[N:22]=2)[CH2:42][CH2:41][CH2:40]1, predict the reactants needed to synthesize it. The reactants are: [Cl:1][C:2]1[CH:7]=[CH:6][C:5]([C:8]([C:16]2[CH:17]=[C:18]3[C:23](=[CH:24][CH:25]=2)[N:22]=[C:21](Cl)[C:20]([O:27][CH:28]([CH3:30])[CH3:29])=[C:19]3[Cl:31])([C:10]2[N:14]([CH3:15])[CH:13]=[N:12][CH:11]=2)[OH:9])=[CH:4][CH:3]=1.C(O)(C(F)(F)F)=O.[NH:39]1[CH2:42][CH2:41][CH2:40]1. (6) The reactants are: [H-].C([Al+]CC(C)C)C(C)C.C[O:12][C:13](=O)[CH:14]=[CH:15][C:16]1[CH:21]=[CH:20][CH:19]=[C:18]([F:22])[CH:17]=1.Cl. Given the product [F:22][C:18]1[CH:17]=[C:16]([CH:15]=[CH:14][CH2:13][OH:12])[CH:21]=[CH:20][CH:19]=1, predict the reactants needed to synthesize it. (7) Given the product [Br:13][CH:14]([CH2:18][CH2:19][Br:20])[C:15]([NH:10][CH2:9][C:6]1[CH:5]=[CH:4][C:3]([C:2]([F:11])([F:12])[F:1])=[CH:8][CH:7]=1)=[O:16], predict the reactants needed to synthesize it. The reactants are: [F:1][C:2]([F:12])([F:11])[C:3]1[CH:8]=[CH:7][C:6]([CH2:9][NH2:10])=[CH:5][CH:4]=1.[Br:13][CH:14]([CH2:18][CH2:19][Br:20])[C:15](Cl)=[O:16]. (8) Given the product [Br:1][C:2]1[CH:3]=[C:4]([N:5]2[CH:9]=[C:29]([C:28]([OH:31])=[O:30])[N:19]=[CH:22]2)[CH:6]=[CH:7][CH:8]=1, predict the reactants needed to synthesize it. The reactants are: [Br:1][C:2]1[CH:3]=[C:4]([CH:6]=[CH:7][CH:8]=1)[NH2:5].[CH:9](OCC)(OCC)OCC.[N+:19]([CH2:22]C(OCC)=O)([O-])=O.[C:28]([OH:31])(=[O:30])[CH3:29].